Dataset: Catalyst prediction with 721,799 reactions and 888 catalyst types from USPTO. Task: Predict which catalyst facilitates the given reaction. (1) Reactant: [Cl:1][C:2]1[N:7]=[C:6]([C:8]([O:10]C)=[O:9])[C:5]([CH3:12])=[CH:4][CH:3]=1.[OH-].[K+:14]. Product: [Cl:1][C:2]1[N:7]=[C:6]([C:8]([O-:10])=[O:9])[C:5]([CH3:12])=[CH:4][CH:3]=1.[K+:14]. The catalyst class is: 32. (2) Reactant: C1(C)C=CC=CC=1.[F:8][C:9]1[CH:14]=[CH:13][C:12]([C@@:15]2(O)[CH2:20][CH2:19][N:18]([C:21]([O:23][C:24]([CH3:27])([CH3:26])[CH3:25])=[O:22])[CH2:17][C@@H:16]2[O:28][C:29](=[O:34])[C:30]([CH3:33])([CH3:32])[CH3:31])=[CH:11][CH:10]=1.C([N+](CC)(CC)S(NC(=O)OC)(=O)=O)C. Product: [F:8][C:9]1[CH:10]=[CH:11][C:12]([C:15]2[C@@H:16]([O:28][C:29](=[O:34])[C:30]([CH3:31])([CH3:32])[CH3:33])[CH2:17][N:18]([C:21]([O:23][C:24]([CH3:27])([CH3:26])[CH3:25])=[O:22])[CH2:19][CH:20]=2)=[CH:13][CH:14]=1. The catalyst class is: 13. (3) Reactant: [OH:1][C:2]1[C:6]2([CH2:11][CH2:10][N:9]([O:12][CH3:13])[CH2:8][CH2:7]2)[N:5]([O:14]COC)[C:4](=[O:18])[C:3]=1[C:19]1[C:24]([CH3:25])=[CH:23][C:22]([CH3:26])=[CH:21][C:20]=1[CH3:27].Br[Si](C)(C)C.O. Product: [OH:14][N:5]1[C:6]2([CH2:7][CH2:8][N:9]([O:12][CH3:13])[CH2:10][CH2:11]2)[C:2]([OH:1])=[C:3]([C:19]2[C:20]([CH3:27])=[CH:21][C:22]([CH3:26])=[CH:23][C:24]=2[CH3:25])[C:4]1=[O:18]. The catalyst class is: 4. (4) Reactant: O=[C:2]1[C:11]2[N:10]=[CH:9][CH:8]=[CH:7][C:6]=2[CH:5]=[C:4]([CH:12]2[CH2:17][CH2:16][CH:15]([C:18]([OH:20])=[O:19])[CH2:14][CH2:13]2)[NH:3]1.C1(C)C=CC=CC=1.P(Cl)(Cl)([Cl:30])=O.[OH-].[Na+]. Product: [Cl:30][C:2]1[N:3]=[C:4]([CH:12]2[CH2:17][CH2:16][CH:15]([C:18]([OH:20])=[O:19])[CH2:14][CH2:13]2)[CH:5]=[C:6]2[C:11]=1[N:10]=[CH:9][CH:8]=[CH:7]2. The catalyst class is: 6. (5) Reactant: [Cl:1][C:2]1[C:3]([CH3:12])=[CH:4][C:5]([OH:11])=[C:6]([C:8](=[O:10])[CH3:9])[CH:7]=1.O=[C:14]1[CH2:19][CH2:18][N:17]([C:20]([O:22][C:23]([CH3:26])([CH3:25])[CH3:24])=[O:21])[CH2:16][CH2:15]1. Product: [C:20]([N:17]1[CH2:16][CH2:15][C:14]2([CH2:9][C:8](=[O:10])[C:6]3[C:5](=[CH:4][C:3]([CH3:12])=[C:2]([Cl:1])[CH:7]=3)[O:11]2)[CH2:19][CH2:18]1)([O:22][C:23]([CH3:26])([CH3:25])[CH3:24])=[O:21]. The catalyst class is: 48. (6) Reactant: Cl[C:2]1[N:7]=[C:6]([NH:8][CH:9]([C:11]2[CH:16]=[CH:15][C:14]([F:17])=[CH:13][CH:12]=2)[CH3:10])[CH:5]=[N:4][CH:3]=1.[CH:18]([C:20]1[CH:21]=[C:22](B(O)O)[CH:23]=[CH:24][CH:25]=1)=[O:19].C(=O)([O-])[O-].[Cs+].[Cs+].O. Product: [F:17][C:14]1[CH:15]=[CH:16][C:11]([CH:9]([NH:8][C:6]2[N:7]=[C:2]([C:24]3[CH:25]=[C:20]([CH:21]=[CH:22][CH:23]=3)[CH:18]=[O:19])[CH:3]=[N:4][CH:5]=2)[CH3:10])=[CH:12][CH:13]=1. The catalyst class is: 38. (7) Reactant: C[O:2][C:3](=[O:31])[C:4]1[CH:9]=[CH:8][CH:7]=[C:6]([CH2:10][O:11][C:12]2[C:17]([NH:18][S:19]([C:22]3[CH:27]=[CH:26][CH:25]=[C:24]([Cl:28])[C:23]=3[Cl:29])(=[O:21])=[O:20])=[N:16][CH:15]=[C:14]([Cl:30])[N:13]=2)[CH:5]=1.O.[OH-].[Li+].Cl. Product: [Cl:30][C:14]1[N:13]=[C:12]([O:11][CH2:10][C:6]2[CH:5]=[C:4]([CH:9]=[CH:8][CH:7]=2)[C:3]([OH:31])=[O:2])[C:17]([NH:18][S:19]([C:22]2[CH:27]=[CH:26][CH:25]=[C:24]([Cl:28])[C:23]=2[Cl:29])(=[O:20])=[O:21])=[N:16][CH:15]=1. The catalyst class is: 72. (8) Reactant: Br[C:2]1[CH:3]=[C:4]([C:8]2[N:16]3[C:11]([CH:12]=[N:13][C:14]([NH:17][C:18]4[CH:23]=[C:22]([O:24][CH3:25])[C:21]([O:26][CH3:27])=[C:20]([O:28][CH3:29])[CH:19]=4)=[N:15]3)=[C:10]([CH3:30])[N:9]=2)[CH:5]=[CH:6][CH:7]=1.[F:31][C:32]([F:43])([F:42])[C:33]1[CH:38]=[CH:37][CH:36]=[CH:35][C:34]=1B(O)O.C(=O)([O-])[O-].[K+].[K+].O1CCOCC1. Product: [CH3:30][C:10]1[N:9]=[C:8]([C:4]2[CH:3]=[C:2]([C:34]3[CH:35]=[CH:36][CH:37]=[CH:38][C:33]=3[C:32]([F:43])([F:42])[F:31])[CH:7]=[CH:6][CH:5]=2)[N:16]2[C:11]=1[CH:12]=[N:13][C:14]([NH:17][C:18]1[CH:23]=[C:22]([O:24][CH3:25])[C:21]([O:26][CH3:27])=[C:20]([O:28][CH3:29])[CH:19]=1)=[N:15]2. The catalyst class is: 4. (9) Reactant: [F:1][C:2]1[CH:10]=[C:9]2[C:5]([CH:6]=[CH:7][NH:8]2)=[CH:4][C:3]=1[CH2:11][NH2:12].[CH3:13][C:14]([O:17][C:18](O[C:18]([O:17][C:14]([CH3:16])([CH3:15])[CH3:13])=[O:19])=[O:19])([CH3:16])[CH3:15]. Product: [F:1][C:2]1[CH:10]=[C:9]2[C:5]([CH:6]=[CH:7][NH:8]2)=[CH:4][C:3]=1[CH2:11][NH:12][C:18](=[O:19])[O:17][C:14]([CH3:16])([CH3:15])[CH3:13]. The catalyst class is: 2. (10) Reactant: [CH2:1]([C:3]1[CH:8]=[CH:7][C:6]([CH:9]([C@@H:15]([CH3:20])[C:16]([F:19])([F:18])[F:17])[C:10]([O:12]CC)=[O:11])=[CH:5][CH:4]=1)[CH3:2].[OH-].[Na+]. Product: [CH2:1]([C:3]1[CH:4]=[CH:5][C:6]([CH:9]([C@@H:15]([CH3:20])[C:16]([F:17])([F:18])[F:19])[C:10]([OH:12])=[O:11])=[CH:7][CH:8]=1)[CH3:2]. The catalyst class is: 200.